From a dataset of Reaction yield outcomes from USPTO patents with 853,638 reactions. Predict the reaction yield, written as a fraction of the theoretical maximum amount of product (1.0 means a 100% yield; for example, 0.34 means a 34% yield). (1) The reactants are [CH2:1]([C:3]1[C:7]([CH2:8][C:9]2[CH:17]=[C:16]([CH3:18])[C:15]([O:19][CH3:20])=[C:14]3[C:10]=2[CH2:11][CH2:12][CH2:13]3)=[C:6]([CH2:21][CH3:22])[N:5]([CH2:23][C:24]([NH:26][NH2:27])=[O:25])[N:4]=1)[CH3:2].[C:28](C1NC=CN=1)(C1NC=CN=1)=[O:29].O. The catalyst is O1CCOCC1. The product is [CH2:1]([C:3]1[C:7]([CH2:8][C:9]2[CH:17]=[C:16]([CH3:18])[C:15]([O:19][CH3:20])=[C:14]3[C:10]=2[CH2:11][CH2:12][CH2:13]3)=[C:6]([CH2:21][CH3:22])[N:5]([CH2:23][C:24]2[O:25][C:28](=[O:29])[NH:27][N:26]=2)[N:4]=1)[CH3:2]. The yield is 0.562. (2) The reactants are [CH3:1][O:2][C:3](=[O:15])[C:4]1[CH:9]=[C:8](I)[CH:7]=[CH:6][C:5]=1[O:11][CH:12]([CH3:14])[CH3:13].[CH3:16][O:17][C:18]1[CH:23]=[CH:22][CH:21]=[CH:20][C:19]=1[C:24]#[CH:25]. The catalyst is C(NCC)C.[Cu]I. The product is [CH3:1][O:2][C:3](=[O:15])[C:4]1[CH:9]=[C:8]([C:25]#[C:24][C:19]2[CH:20]=[CH:21][CH:22]=[CH:23][C:18]=2[O:17][CH3:16])[CH:7]=[CH:6][C:5]=1[O:11][CH:12]([CH3:14])[CH3:13]. The yield is 0.640. (3) The reactants are [Cl:1][C:2](Cl)([Cl:25])CO[C:5](=[O:24])[NH:6][C:7]1[N:8]([C:16]2[CH:21]=[CH:20][C:19]([CH2:22][OH:23])=[CH:18][CH:17]=2)[N:9]=[C:10]([C:12]([CH3:15])([CH3:14])[CH3:13])[CH:11]=1.[CH3:27][C@H:28]1[CH2:33][CH2:32][CH2:31][CH2:30][N:29]1[C:34]1[N:38]2[CH:39]=[C:40]([O:43][C@H:44]3[C:53]4[C:48](=[CH:49][CH:50]=[CH:51][CH:52]=4)[C@@H:47]([NH2:54])[CH2:46][CH2:45]3)[CH:41]=[CH:42][C:37]2=[N:36][N:35]=1.CCN(C(C)C)C(C)C. The catalyst is O1CCOCC1.C(Cl)Cl. The product is [Cl:1][CH2:2][Cl:25].[C:12]([C:10]1[CH:11]=[C:7]([NH:6][C:5]([NH:54][C@@H:47]2[C:48]3[C:53](=[CH:52][CH:51]=[CH:50][CH:49]=3)[C@H:44]([O:43][C:40]3[CH:41]=[CH:42][C:37]4[N:38]([C:34]([N:29]5[CH2:30][CH2:31][CH2:32][CH2:33][C@@H:28]5[CH3:27])=[N:35][N:36]=4)[CH:39]=3)[CH2:45][CH2:46]2)=[O:24])[N:8]([C:16]2[CH:21]=[CH:20][C:19]([CH2:22][OH:23])=[CH:18][CH:17]=2)[N:9]=1)([CH3:13])([CH3:14])[CH3:15]. The yield is 0.870. (4) The reactants are [Cl-].O[NH3+:3].[C:4](=[O:7])([O-])[OH:5].[Na+].CS(C)=O.[CH2:13]([C:17]1[N:22]2[N:23]=[CH:24][CH:25]=[C:21]2[N:20]([C@H:26]2[CH2:31][CH2:30][C@H:29]([O:32][CH2:33][C:34]([OH:37])([CH3:36])[CH3:35])[CH2:28][CH2:27]2)[C:19](=[O:38])[C:18]=1[CH2:39][C:40]1[CH:45]=[CH:44][C:43]([C:46]2[C:47]([C:52]#[N:53])=[CH:48][CH:49]=[CH:50][CH:51]=2)=[C:42]([F:54])[CH:41]=1)[CH2:14][CH2:15][CH3:16]. The catalyst is C(OCC)(=O)C. The product is [CH2:13]([C:17]1[N:22]2[N:23]=[CH:24][CH:25]=[C:21]2[N:20]([C@H:26]2[CH2:31][CH2:30][C@H:29]([O:32][CH2:33][C:34]([OH:37])([CH3:35])[CH3:36])[CH2:28][CH2:27]2)[C:19](=[O:38])[C:18]=1[CH2:39][C:40]1[CH:45]=[CH:44][C:43]([C:46]2[CH:51]=[CH:50][CH:49]=[CH:48][C:47]=2[C:52]2[NH:3][C:4](=[O:7])[O:5][N:53]=2)=[C:42]([F:54])[CH:41]=1)[CH2:14][CH2:15][CH3:16]. The yield is 0.440.